From a dataset of Reaction yield outcomes from USPTO patents with 853,638 reactions. Predict the reaction yield, written as a fraction of the theoretical maximum amount of product (1.0 means a 100% yield; for example, 0.34 means a 34% yield). (1) The reactants are [BH4-].[Na+].[CH2:3]1[O:13][C:7]2([CH2:12][CH2:11][CH2:10][CH2:9][CH2:8]2)[O:6][CH2:5][CH2:4]1.Cl. The catalyst is O1CCCC1.[Cl-].[Zr+4].[Cl-].[Cl-].[Cl-]. The product is [CH:7]1([O:6][CH2:5][CH2:4][CH2:3][OH:13])[CH2:12][CH2:11][CH2:10][CH2:9][CH2:8]1. The yield is 0.780. (2) The reactants are [CH2:1]([NH:13][C:14]([C:16]1[CH:17]=[C:18]([C:27]2[CH:32]=[CH:31][CH:30]=[C:29]([C:33]([F:36])([F:35])[F:34])[CH:28]=2)[C:19]([O:23][CH2:24][CH2:25][NH2:26])=[C:20]([Br:22])[CH:21]=1)=[O:15])[CH2:2][CH2:3][CH2:4][CH2:5][CH2:6][CH2:7][CH2:8][CH2:9][CH2:10][CH2:11][CH3:12].C(N(CC)CC)C.Cl[C:45]([O:47][CH3:48])=[O:46]. The catalyst is C1COCC1. The product is [CH3:48][O:47][C:45](=[O:46])[NH:26][CH2:25][CH2:24][O:23][C:19]1[C:20]([Br:22])=[CH:21][C:16]([C:14](=[O:15])[NH:13][CH2:1][CH2:2][CH2:3][CH2:4][CH2:5][CH2:6][CH2:7][CH2:8][CH2:9][CH2:10][CH2:11][CH3:12])=[CH:17][C:18]=1[C:27]1[CH:32]=[CH:31][CH:30]=[C:29]([C:33]([F:36])([F:34])[F:35])[CH:28]=1. The yield is 0.930. (3) The reactants are I[C:2]1[N:6]([CH2:7][C:8]2[CH:13]=[CH:12][CH:11]=[C:10]([C:14]([F:17])([F:16])[F:15])[CH:9]=2)[N:5]=[N:4][C:3]=1[C:18]1[CH:23]=[CH:22][CH:21]=[CH:20][CH:19]=1. The catalyst is CO.CC([O-])=O.CC([O-])=O.[Pd+2]. The product is [C:18]1([C:3]2[N:4]=[N:5][N:6]([CH2:7][C:8]3[CH:13]=[CH:12][CH:11]=[C:10]([C:14]([F:15])([F:17])[F:16])[CH:9]=3)[CH:2]=2)[CH:19]=[CH:20][CH:21]=[CH:22][CH:23]=1. The yield is 0.970.